The task is: Predict the product of the given reaction.. This data is from Forward reaction prediction with 1.9M reactions from USPTO patents (1976-2016). (1) The product is: [CH3:8][C:4]1[CH:5]=[CH:6][CH:7]=[C:2]([CH3:1])[C:3]=1[C:9]1[N:10]=[C:11]([N:29]2[CH2:30][C@@H:31]([CH3:43])[NH:32][CH2:33][C@@H:34]2[CH3:35])[C:12]2[CH2:18][N:17]([C:19]3[CH:24]=[C:23]([CH:25]([CH3:27])[CH3:26])[CH:22]=[CH:21][C:20]=3[CH3:28])[CH2:16][CH2:15][C:13]=2[N:14]=1.[C:44]([OH:50])([C:46]([F:49])([F:48])[F:47])=[O:45]. Given the reactants [CH3:1][C:2]1[CH:7]=[CH:6][CH:5]=[C:4]([CH3:8])[C:3]=1[C:9]1[N:10]=[C:11]([N:29]2[C@H:34]([CH3:35])[CH2:33][N:32](C(OC(C)(C)C)=O)[C@@H:31]([CH3:43])[CH2:30]2)[C:12]2[CH2:18][N:17]([C:19]3[CH:24]=[C:23]([CH:25]([CH3:27])[CH3:26])[CH:22]=[CH:21][C:20]=3[CH3:28])[CH2:16][CH2:15][C:13]=2[N:14]=1.[C:44]([OH:50])([C:46]([F:49])([F:48])[F:47])=[O:45], predict the reaction product. (2) The product is: [F:27][C:26]1[C:21]([C:9]2[CH2:14][CH2:13][CH:12]([C:15]([F:16])([F:17])[F:18])[CH2:11][CH:10]=2)=[CH:22][C:23]([CH2:28][N:29]2[C:30](=[O:39])[C:31]3[C:36](=[CH:35][CH:34]=[CH:33][CH:32]=3)[C:37]2=[O:38])=[N:24][CH:25]=1. Given the reactants CC1(C)C(C)(C)OB([C:9]2[CH2:14][CH2:13][CH:12]([C:15]([F:18])([F:17])[F:16])[CH2:11][CH:10]=2)O1.Br[C:21]1[C:26]([F:27])=[CH:25][N:24]=[C:23]([CH2:28][N:29]2[C:37](=[O:38])[C:36]3[C:31](=[CH:32][CH:33]=[CH:34][CH:35]=3)[C:30]2=[O:39])[CH:22]=1.C(=O)([O-])[O-].[K+].[K+].O, predict the reaction product. (3) Given the reactants C(O[C:4](=[O:11])[CH2:5][C:6](=O)[CH:7]([CH3:9])[CH3:8])C.Cl.[Cl:13][C:14]1[CH:15]=[C:16]([CH:20]=[C:21]([Cl:23])[CH:22]=1)[C:17]([NH2:19])=[NH:18], predict the reaction product. The product is: [Cl:13][C:14]1[CH:15]=[C:16]([C:17]2[N:19]=[C:4]([OH:11])[CH:5]=[C:6]([CH:7]([CH3:8])[CH3:9])[N:18]=2)[CH:20]=[C:21]([Cl:23])[CH:22]=1. (4) The product is: [C:1]([O:5][N:6]=[C:7]1[C:16]2[C:11](=[CH:12][CH:13]=[C:14]([O:17][CH2:18][CH2:19][N:36]3[CH2:40][CH2:39][CH2:38][CH2:37]3)[CH:15]=2)[O:10][C:9]([C:21]2[N:26]=[CH:25][N:24]3[CH:27]=[CH:28][CH:29]=[C:23]3[CH:22]=2)=[CH:8]1)([CH3:4])([CH3:3])[CH3:2]. Given the reactants [C:1]([O:5][N:6]=[C:7]1[C:16]2[C:11](=[CH:12][CH:13]=[C:14]([O:17][CH2:18][CH2:19]Cl)[CH:15]=2)[O:10][C:9]([C:21]2[N:26]=[CH:25][N:24]3[CH:27]=[CH:28][CH:29]=[C:23]3[CH:22]=2)=[CH:8]1)([CH3:4])([CH3:3])[CH3:2].C(=O)([O-])[O-].[K+].[K+].[NH:36]1[CH2:40][CH2:39][CH2:38][CH2:37]1, predict the reaction product. (5) Given the reactants [NH2:1]/[C:2](/[CH3:8])=[CH:3]\[C:4]([O:6][CH3:7])=[O:5].[C:9](OC)(=[O:12])[C:10]#[CH:11], predict the reaction product. The product is: [CH3:8][C:2]1[NH:1][C:9](=[O:12])[CH:10]=[CH:11][C:3]=1[C:4]([O:6][CH3:7])=[O:5]. (6) Given the reactants Br[C:2]1[C:3]([Cl:9])=[C:4]([CH:6]=[CH:7][CH:8]=1)[NH2:5].[B:10]1([B:10]2[O:14][C:13]([CH3:16])([CH3:15])[C:12]([CH3:18])([CH3:17])[O:11]2)[O:14][C:13]([CH3:16])([CH3:15])[C:12]([CH3:18])([CH3:17])[O:11]1.C1(P(C2CCCCC2)C2CCCCC2)CCCCC1.C([O-])(=O)C.[K+], predict the reaction product. The product is: [Cl:9][C:3]1[C:2]([B:10]2[O:14][C:13]([CH3:16])([CH3:15])[C:12]([CH3:18])([CH3:17])[O:11]2)=[CH:8][CH:7]=[CH:6][C:4]=1[NH2:5]. (7) Given the reactants Cl[C:2](=[O:8])[C:3]([O:5][CH2:6][CH3:7])=[O:4].[CH2:9]1[C:18]2[C:13](=[CH:14][CH:15]=[CH:16][CH:17]=2)[CH2:12][CH2:11][N:10]1[C:19]1[CH:24]=[C:23]([NH2:25])[CH:22]=[C:21]([CH3:26])[N:20]=1, predict the reaction product. The product is: [CH2:6]([O:5][C:3](=[O:4])[C:2]([NH:25][C:23]1[CH:22]=[C:21]([CH3:26])[N:20]=[C:19]([N:10]2[CH2:11][CH2:12][C:13]3[C:18](=[CH:17][CH:16]=[CH:15][CH:14]=3)[CH2:9]2)[CH:24]=1)=[O:8])[CH3:7]. (8) Given the reactants [Cl:1][CH2:2][CH2:3][CH2:4][O:5][C:6]1[CH:14]=[CH:13][C:9]([C:10](O)=[O:11])=[CH:8][C:7]=1[O:15][CH3:16].S(Cl)([Cl:19])=O, predict the reaction product. The product is: [Cl:1][CH2:2][CH2:3][CH2:4][O:5][C:6]1[CH:14]=[CH:13][C:9]([C:10]([Cl:19])=[O:11])=[CH:8][C:7]=1[O:15][CH3:16]. (9) Given the reactants [CH3:1][N:2]1[C:7](=[O:8])[C:6]2[C:9]([C:30]3[CH:35]=[CH:34][CH:33]=[CH:32][CH:31]=3)=[C:10]([C:12]3[CH:17]=[CH:16][C:15]([C:18]4([NH:22]C(=O)OC(C)(C)C)[CH2:21][CH2:20][CH2:19]4)=[CH:14][CH:13]=3)[O:11][C:5]=2[N:4]=[C:3]1[N:36]1[CH2:41][CH2:40][NH:39][C:38](=[O:42])[CH2:37]1.C(O)(C(F)(F)F)=O, predict the reaction product. The product is: [NH2:22][C:18]1([C:15]2[CH:16]=[CH:17][C:12]([C:10]3[O:11][C:5]4[N:4]=[C:3]([N:36]5[CH2:41][CH2:40][NH:39][C:38](=[O:42])[CH2:37]5)[N:2]([CH3:1])[C:7](=[O:8])[C:6]=4[C:9]=3[C:30]3[CH:31]=[CH:32][CH:33]=[CH:34][CH:35]=3)=[CH:13][CH:14]=2)[CH2:21][CH2:20][CH2:19]1.